From a dataset of Full USPTO retrosynthesis dataset with 1.9M reactions from patents (1976-2016). Predict the reactants needed to synthesize the given product. (1) The reactants are: B(F)(F)F.S(C)C.C[O:9][C:10](=[O:29])[CH2:11][C:12]1[CH:17]=[C:16]([Br:18])[C:15]([O:19][C:20]2[CH:25]=[CH:24][C:23]([O:26]C)=[CH:22][CH:21]=2)=[C:14]([Br:28])[CH:13]=1. Given the product [Br:18][C:16]1[CH:17]=[C:12]([CH2:11][C:10]([OH:29])=[O:9])[CH:13]=[C:14]([Br:28])[C:15]=1[O:19][C:20]1[CH:21]=[CH:22][C:23]([OH:26])=[CH:24][CH:25]=1, predict the reactants needed to synthesize it. (2) Given the product [F:1][C:2]1[CH:3]=[CH:4][C:5]([O:10][CH:11]2[CH2:16][CH2:15][CH2:14][CH2:13][CH2:12]2)=[C:6]([CH:7]=[N:22][C:27]([O:29][Si:32]([CH3:35])([CH3:34])[CH3:33])=[CH2:28])[CH:9]=1, predict the reactants needed to synthesize it. The reactants are: [F:1][C:2]1[CH:3]=[CH:4][C:5]([O:10][CH:11]2[CH2:16][CH2:15][CH2:14][CH2:13][CH2:12]2)=[C:6]([CH:9]=1)[CH:7]=O.[Li+].C[Si]([N-:22][Si](C)(C)C)(C)C.[C:27](Cl)(=[O:29])[CH3:28].Cl[Si:32]([CH3:35])([CH3:34])[CH3:33]. (3) Given the product [BrH:1].[BrH:1].[C:14]1([C:6]2[C:7]([C:8]3[CH:13]=[CH:12][CH:11]=[CH:10][CH:9]=3)=[C:3]([CH2:2][NH:35][C:36]([SH:37])=[NH:38])[S:4][C:5]=2[CH2:20][NH:38][C:36]([SH:37])=[NH:35])[CH:19]=[CH:18][CH:17]=[CH:16][CH:15]=1, predict the reactants needed to synthesize it. The reactants are: [Br:1][CH2:2][C:3]1[S:4][C:5]([CH2:20]Br)=[C:6]([C:14]2[CH:19]=[CH:18][CH:17]=[CH:16][CH:15]=2)[C:7]=1[C:8]1[CH:13]=[CH:12][CH:11]=[CH:10][CH:9]=1.ClCC1C(C)=C(CCl)C(C)=CC=1C.[NH2:35][C:36]([NH2:38])=[S:37].